Task: Regression. Given two drug SMILES strings and cell line genomic features, predict the synergy score measuring deviation from expected non-interaction effect.. Dataset: NCI-60 drug combinations with 297,098 pairs across 59 cell lines (1) Drug 1: C1CC(=O)NC(=O)C1N2CC3=C(C2=O)C=CC=C3N. Drug 2: CN(C)N=NC1=C(NC=N1)C(=O)N. Cell line: OVCAR-4. Synergy scores: CSS=3.28, Synergy_ZIP=1.52, Synergy_Bliss=3.57, Synergy_Loewe=2.72, Synergy_HSA=3.09. (2) Drug 2: C1=CC(=CC=C1CC(C(=O)O)N)N(CCCl)CCCl.Cl. Synergy scores: CSS=43.0, Synergy_ZIP=3.00, Synergy_Bliss=7.09, Synergy_Loewe=-0.599, Synergy_HSA=6.50. Drug 1: COC1=CC(=CC(=C1O)OC)C2C3C(COC3=O)C(C4=CC5=C(C=C24)OCO5)OC6C(C(C7C(O6)COC(O7)C8=CC=CS8)O)O. Cell line: SF-268. (3) Drug 1: C1CCN(CC1)CCOC2=CC=C(C=C2)C(=O)C3=C(SC4=C3C=CC(=C4)O)C5=CC=C(C=C5)O. Drug 2: CCC1=C2CN3C(=CC4=C(C3=O)COC(=O)C4(CC)O)C2=NC5=C1C=C(C=C5)O. Cell line: A498. Synergy scores: CSS=22.6, Synergy_ZIP=-9.14, Synergy_Bliss=2.14, Synergy_Loewe=-20.1, Synergy_HSA=2.11.